This data is from Full USPTO retrosynthesis dataset with 1.9M reactions from patents (1976-2016). The task is: Predict the reactants needed to synthesize the given product. (1) Given the product [Cl:1][C:2]1[C:3]([O:13][CH2:14][C:15]2[CH:16]=[CH:17][C:18]([O:21][CH3:22])=[CH:19][CH:20]=2)=[CH:4][C:5]([O:12][CH2:26][C@@H:24]2[CH2:25][O:23]2)=[C:6]([CH:11]=1)[C:7]([O:9][CH3:10])=[O:8], predict the reactants needed to synthesize it. The reactants are: [Cl:1][C:2]1[C:3]([O:13][CH2:14][C:15]2[CH:20]=[CH:19][C:18]([O:21][CH3:22])=[CH:17][CH:16]=2)=[CH:4][C:5]([OH:12])=[C:6]([CH:11]=1)[C:7]([O:9][CH3:10])=[O:8].[O:23]1[CH2:25][C@H:24]1[CH2:26]OS(C1C=CC=C([N+]([O-])=O)C=1)(=O)=O.C([O-])([O-])=O.[Cs+].[Cs+].CCOC(C)=O. (2) Given the product [CH2:23]([O:22][C:20]([CH2:19][CH:16]1[CH2:17][CH2:18][CH:13]([C:10]2[CH:11]=[CH:12][C:7]([C:32]([OH:27])=[O:42])=[CH:8][CH:9]=2)[CH2:14][CH2:15]1)=[O:21])[CH3:24], predict the reactants needed to synthesize it. The reactants are: FC(F)(F)S(O[C:7]1[CH:12]=[CH:11][C:10]([CH:13]2[CH2:18][CH2:17][CH:16]([CH2:19][C:20]([O:22][CH2:23][CH3:24])=[O:21])[CH2:15][CH2:14]2)=[CH:9][CH:8]=1)(=O)=O.[O:27]1[CH2:32]COCC1.C(N(C(C)C)CC)(C)C.[OH2:42]. (3) Given the product [C:1]([O:4][C@H:5]1[C@H:12]([O:13][C:14](=[O:16])[CH3:15])[C:9]2([CH2:10][CH2:11]2)[O:8][C@@H:7]([C:17]2[CH:22]=[CH:21][C:20]([Cl:23])=[C:19]([CH2:24][C:25]3[CH:26]=[CH:27][C:28]([OH:31])=[C:29]([N+:36]([O-:38])=[O:37])[CH:30]=3)[CH:18]=2)[C@@H:6]1[O:32][C:33](=[O:35])[CH3:34])(=[O:3])[CH3:2], predict the reactants needed to synthesize it. The reactants are: [C:1]([O:4][C@H:5]1[C@H:12]([O:13][C:14](=[O:16])[CH3:15])[C:9]2([CH2:11][CH2:10]2)[O:8][C@@H:7]([C:17]2[CH:22]=[CH:21][C:20]([Cl:23])=[C:19]([CH2:24][C:25]3[CH:30]=[CH:29][C:28]([OH:31])=[CH:27][CH:26]=3)[CH:18]=2)[C@@H:6]1[O:32][C:33](=[O:35])[CH3:34])(=[O:3])[CH3:2].[N+:36]([O-])([OH:38])=[O:37]. (4) Given the product [F:32][C:29]([F:31])([F:30])[C:27]1[CH:26]=[C:5]([CH:4]=[C:3]([C:2]([F:1])([F:33])[F:34])[CH:28]=1)[C:6]([N:8]1[CH2:9][CH2:10][C:11]2([N:15]([C:16]3[CH:21]=[CH:20][CH:19]=[CH:18][C:17]=3[Cl:22])[CH2:14][N:13]([CH2:36][C:37]([N:39]([CH3:41])[CH3:40])=[O:38])[C:12]2=[O:23])[CH2:24][CH2:25]1)=[O:7], predict the reactants needed to synthesize it. The reactants are: [F:1][C:2]([F:34])([F:33])[C:3]1[CH:4]=[C:5]([CH:26]=[C:27]([C:29]([F:32])([F:31])[F:30])[CH:28]=1)[C:6]([N:8]1[CH2:25][CH2:24][C:11]2([N:15]([C:16]3[CH:21]=[CH:20][CH:19]=[CH:18][C:17]=3[Cl:22])[CH2:14][NH:13][C:12]2=[O:23])[CH2:10][CH2:9]1)=[O:7].Cl[CH2:36][C:37]([N:39]([CH3:41])[CH3:40])=[O:38]. (5) Given the product [OH:4][CH2:3][C@@H:2]([NH:1][C:15]([O:14][CH2:13][O:12][C:10](=[O:11])[CH:9]([CH3:25])[CH3:8])=[O:16])[C:5]([OH:7])=[O:6], predict the reactants needed to synthesize it. The reactants are: [NH2:1][C@@H:2]([C:5]([OH:7])=[O:6])[CH2:3][OH:4].[CH3:8][CH:9]([CH3:25])[C:10]([O:12][CH2:13][O:14][C:15](ON1C(=O)CCC1=O)=[O:16])=[O:11].